This data is from Catalyst prediction with 721,799 reactions and 888 catalyst types from USPTO. The task is: Predict which catalyst facilitates the given reaction. (1) Reactant: C[O:2][C:3]1[CH:11]=[C:10]2[C:6]([CH2:7][N:8]3[C:14]([C:15]4[C:16]([C:21]5[CH:26]=[CH:25][CH:24]=[CH:23][CH:22]=5)=[N:17][O:18][C:19]=4[CH3:20])=[N:13][N:12]=[C:9]32)=[CH:5][CH:4]=1.[B].C(OCC)C.O. Product: [CH3:20][C:19]1[O:18][N:17]=[C:16]([C:21]2[CH:26]=[CH:25][CH:24]=[CH:23][CH:22]=2)[C:15]=1[C:14]1[N:8]2[CH2:7][C:6]3[C:10]([C:9]2=[N:12][N:13]=1)=[CH:11][C:3]([OH:2])=[CH:4][CH:5]=3. The catalyst class is: 4. (2) Reactant: [CH3:1][O:2][C:3]1[CH:4]=[C:5]2[C:10](=[CH:11][CH:12]=1)[C:9]([OH:13])=[N:8][CH:7]=[CH:6]2.C([O-])([O-])=O.[K+].[K+].Cl.Cl[CH2:22][CH2:23][N:24]1[CH2:29][CH2:28][CH2:27][CH2:26][CH2:25]1. Product: [CH3:1][O:2][C:3]1[CH:4]=[C:5]2[C:10](=[CH:11][CH:12]=1)[C:9]([O:13][CH2:22][CH2:23][N:24]1[CH2:29][CH2:28][CH2:27][CH2:26][CH2:25]1)=[N:8][CH:7]=[CH:6]2. The catalyst class is: 21.